From a dataset of Acute oral toxicity (LD50) regression data from Zhu et al.. Regression/Classification. Given a drug SMILES string, predict its toxicity properties. Task type varies by dataset: regression for continuous values (e.g., LD50, hERG inhibition percentage) or binary classification for toxic/non-toxic outcomes (e.g., AMES mutagenicity, cardiotoxicity, hepatotoxicity). Dataset: ld50_zhu. (1) The molecule is CCCCc1ccc(O)cc1O. The rat oral LD50 is 2.52, given as -log10 of the dose in mol/kg body weight (higher means more acutely toxic). (2) The compound is CC(C)C(C)N. The rat oral LD50 is 2.35, given as -log10 of the dose in mol/kg body weight (higher means more acutely toxic). (3) The molecule is Cc1c(COC(=O)C2C(C=C(Cl)C(F)(F)F)C2(C)C)cccc1-c1ccccc1. The rat oral LD50 is 3.89, given as -log10 of the dose in mol/kg body weight (higher means more acutely toxic). (4) The drug is CCC(CC)COCCC(=O)O. The rat oral LD50 is 1.67, given as -log10 of the dose in mol/kg body weight (higher means more acutely toxic). (5) The compound is CCc1cc(CC)cc(OC(=O)NC)c1. The rat oral LD50 is 2.11, given as -log10 of the dose in mol/kg body weight (higher means more acutely toxic). (6) The molecule is CSP(=O)(SC)SC. The rat oral LD50 is 3.80, given as -log10 of the dose in mol/kg body weight (higher means more acutely toxic). (7) The rat oral LD50 is 2.38, given as -log10 of the dose in mol/kg body weight (higher means more acutely toxic). The drug is CC(C)Nc1ccccc1.